Dataset: NCI-60 drug combinations with 297,098 pairs across 59 cell lines. Task: Regression. Given two drug SMILES strings and cell line genomic features, predict the synergy score measuring deviation from expected non-interaction effect. (1) Drug 1: C1CCN(CC1)CCOC2=CC=C(C=C2)C(=O)C3=C(SC4=C3C=CC(=C4)O)C5=CC=C(C=C5)O. Drug 2: CC12CCC3C(C1CCC2O)C(CC4=C3C=CC(=C4)O)CCCCCCCCCS(=O)CCCC(C(F)(F)F)(F)F. Cell line: MOLT-4. Synergy scores: CSS=3.28, Synergy_ZIP=-3.02, Synergy_Bliss=-4.80, Synergy_Loewe=-4.73, Synergy_HSA=-5.00. (2) Drug 1: CN1C(=O)N2C=NC(=C2N=N1)C(=O)N. Drug 2: CCC1=C2N=C(C=C(N2N=C1)NCC3=C[N+](=CC=C3)[O-])N4CCCCC4CCO. Cell line: SK-OV-3. Synergy scores: CSS=12.4, Synergy_ZIP=5.83, Synergy_Bliss=5.60, Synergy_Loewe=-61.6, Synergy_HSA=-0.933. (3) Drug 1: C1=CN(C(=O)N=C1N)C2C(C(C(O2)CO)O)O.Cl. Drug 2: CCN(CC)CCCC(C)NC1=C2C=C(C=CC2=NC3=C1C=CC(=C3)Cl)OC. Cell line: CAKI-1. Synergy scores: CSS=29.3, Synergy_ZIP=0.914, Synergy_Bliss=1.91, Synergy_Loewe=-6.30, Synergy_HSA=1.09. (4) Drug 1: C1CC(C1)(C(=O)O)C(=O)O.[NH2-].[NH2-].[Pt+2]. Drug 2: CCC1(C2=C(COC1=O)C(=O)N3CC4=CC5=C(C=CC(=C5CN(C)C)O)N=C4C3=C2)O.Cl. Cell line: DU-145. Synergy scores: CSS=30.3, Synergy_ZIP=-4.02, Synergy_Bliss=0.215, Synergy_Loewe=-28.4, Synergy_HSA=1.22. (5) Drug 1: CS(=O)(=O)OCCCCOS(=O)(=O)C. Drug 2: C(CCl)NC(=O)N(CCCl)N=O. Cell line: NCI/ADR-RES. Synergy scores: CSS=0.308, Synergy_ZIP=-0.840, Synergy_Bliss=-0.273, Synergy_Loewe=-1.48, Synergy_HSA=-0.979. (6) Drug 1: C1=CC(=CC=C1CCC2=CNC3=C2C(=O)NC(=N3)N)C(=O)NC(CCC(=O)O)C(=O)O. Drug 2: CC1CCC2CC(C(=CC=CC=CC(CC(C(=O)C(C(C(=CC(C(=O)CC(OC(=O)C3CCCCN3C(=O)C(=O)C1(O2)O)C(C)CC4CCC(C(C4)OC)OCCO)C)C)O)OC)C)C)C)OC. Cell line: A498. Synergy scores: CSS=30.3, Synergy_ZIP=-3.62, Synergy_Bliss=-3.76, Synergy_Loewe=1.99, Synergy_HSA=3.43.